Dataset: Reaction yield outcomes from USPTO patents with 853,638 reactions. Task: Predict the reaction yield, written as a fraction of the theoretical maximum amount of product (1.0 means a 100% yield; for example, 0.34 means a 34% yield). (1) The reactants are [N+]([C:4]1[CH:11]=[CH:10][CH:9]=[C:8]([N+:12]([O-:14])=[O:13])[C:5]=1[C:6]#[N:7])([O-])=O.[O:15]1[CH2:19][CH2:18][CH:17]([OH:20])[CH2:16]1. No catalyst specified. The product is [N+:12]([C:8]1[CH:9]=[CH:10][CH:11]=[C:4]([O:20][CH:17]2[CH2:18][CH2:19][O:15][CH2:16]2)[C:5]=1[C:6]#[N:7])([O-:14])=[O:13]. The yield is 0.500. (2) The reactants are [CH:1]1([C:5]2[O:9][N:8]=[C:7]([C:10]3[C:15]([Cl:16])=[CH:14][CH:13]=[CH:12][C:11]=3[Cl:17])[C:6]=2[CH2:18][OH:19])[CH2:4][CH2:3][CH2:2]1.O[C:21]1[CH:26]=[CH:25][C:24]([C:27]2[CH:28]=[C:29]3[C:34](=[CH:35][CH:36]=2)[N:33]=[C:32]([C:37]([O:39][CH3:40])=[O:38])[CH:31]=[CH:30]3)=[CH:23][CH:22]=1.C1(P(C2C=CC=CC=2)C2C=CC=CC=2)C=CC=CC=1.N(C(OC(C)C)=O)=NC(OC(C)C)=O. The catalyst is ClCCl. The product is [CH:1]1([C:5]2[O:9][N:8]=[C:7]([C:10]3[C:11]([Cl:17])=[CH:12][CH:13]=[CH:14][C:15]=3[Cl:16])[C:6]=2[CH2:18][O:19][C:21]2[CH:22]=[CH:23][C:24]([C:27]3[CH:28]=[C:29]4[C:34](=[CH:35][CH:36]=3)[N:33]=[C:32]([C:37]([O:39][CH3:40])=[O:38])[CH:31]=[CH:30]4)=[CH:25][CH:26]=2)[CH2:2][CH2:3][CH2:4]1. The yield is 0.350. (3) The reactants are [Cl:1][C:2]1[CH:3]=[CH:4][C:5]2[C:9]([CH:10]=1)=[N:8][N:7]([CH2:11][C:12]([NH:16][C:17](=[O:29])[C:18]1[CH:23]=[CH:22][C:21]([O:24][C:25]([F:28])([F:27])[F:26])=[CH:20][CH:19]=1)([C:14]#[N:15])[CH3:13])[CH:6]=2.[Cl:30]N1C(=O)CCC1=O. The catalyst is C(#N)C.O. The product is [C:14]([C:12]([NH:16][C:17](=[O:29])[C:18]1[CH:23]=[CH:22][C:21]([O:24][C:25]([F:26])([F:27])[F:28])=[CH:20][CH:19]=1)([CH3:13])[CH2:11][N:7]1[C:6]([Cl:30])=[C:5]2[C:9]([CH:10]=[C:2]([Cl:1])[CH:3]=[CH:4]2)=[N:8]1)#[N:15]. The yield is 0.850. (4) The yield is 0.880. The catalyst is O. The reactants are [F:1][C:2]1[CH:7]=[CH:6][C:5]([C:8]2[N:12]([CH3:13])[N:11]=[CH:10][C:9]=2/[CH:14]=[CH:15]/[C:16]([NH:18][C:19]2[CH:33]=[CH:32][C:22]([CH2:23][C:24]3[S:25][CH:26]=[C:27]([C:29]([OH:31])=O)[N:28]=3)=[CH:21][CH:20]=2)=[O:17])=[CH:4][CH:3]=1.Cl.C([N:37]=C=NCCCN(C)C)C.CN(C)C=O. The product is [F:1][C:2]1[CH:7]=[CH:6][C:5]([C:8]2[N:12]([CH3:13])[N:11]=[CH:10][C:9]=2/[CH:14]=[CH:15]/[C:16]([NH:18][C:19]2[CH:20]=[CH:21][C:22]([CH2:23][C:24]3[S:25][CH:26]=[C:27]([C:29]([NH2:37])=[O:31])[N:28]=3)=[CH:32][CH:33]=2)=[O:17])=[CH:4][CH:3]=1. (5) The reactants are [C:1](Cl)(=O)[C:2]([Cl:4])=[O:3].C1(C)C=CC=CC=1.[CH2:14]([O:25][C:26]1C=[CH:33][CH:32]=[CH:31][C:27]=1C(O)=O)[CH2:15][CH2:16]/[CH:17]=[CH:18]\[CH2:19][CH2:20][CH2:21][CH2:22][CH2:23][CH3:24]. The catalyst is CN(C=O)C.C(Cl)Cl. The product is [CH2:14]([O:25][C:26]1[CH:27]=[CH:31][CH:32]=[CH:33][C:1]=1[C:2]([Cl:4])=[O:3])[CH2:15][CH2:16]/[CH:17]=[CH:18]\[CH2:19][CH2:20][CH2:21][CH2:22][CH2:23][CH3:24]. The yield is 0.990. (6) The reactants are [H-].[Na+].[CH3:3][C:4]1[NH:5][CH:6]=[CH:7][N:8]=1.Br[CH2:10][CH:11]1[CH2:16][CH2:15][N:14]([C:17]([O:19][C:20]([CH3:23])([CH3:22])[CH3:21])=[O:18])[CH2:13][CH2:12]1. The catalyst is CN(C=O)C. The product is [CH3:3][C:4]1[N:5]([CH2:10][CH:11]2[CH2:16][CH2:15][N:14]([C:17]([O:19][C:20]([CH3:21])([CH3:23])[CH3:22])=[O:18])[CH2:13][CH2:12]2)[CH:6]=[CH:7][N:8]=1. The yield is 0.0700.